From a dataset of Catalyst prediction with 721,799 reactions and 888 catalyst types from USPTO. Predict which catalyst facilitates the given reaction. (1) Reactant: Cl.[C:2]([C@@H:4]1[CH2:8][C@H:7]([F:9])[CH2:6][NH:5]1)#[N:3].C(N(CC)CC)C.[C:17]([C:21]1[CH:26]=[C:25]([CH3:27])[C:24]([S:28](F)=[O:29])=[C:23]([CH3:31])[CH:22]=1)([CH3:20])([CH3:19])[CH3:18].CCCCC. Product: [C:17]([C:21]1[CH:22]=[C:23]([CH3:31])[C:24]([S:28]([N:5]2[CH2:6][C@@H:7]([F:9])[CH2:8][C@H:4]2[C:2]#[N:3])=[O:29])=[C:25]([CH3:27])[CH:26]=1)([CH3:20])([CH3:19])[CH3:18]. The catalyst class is: 4. (2) Reactant: [C:1]([O:5][N:6]=[C:7]1[C:16]2[C:11](=[CH:12][C:13]([C:17]#[C:18][C:19]3[CH:24]=[CH:23][CH:22]=[C:21]([NH2:25])[CH:20]=3)=[CH:14][CH:15]=2)[O:10][C:9]([C:26]2[N:27]=[CH:28][C:29]3[C:34]([CH:35]=2)=[CH:33][CH:32]=[CH:31][CH:30]=3)=[CH:8]1)([CH3:4])([CH3:3])[CH3:2].[H-].[Na+].I[CH3:39]. Product: [C:1]([O:5][N:6]=[C:7]1[C:16]2[C:11](=[CH:12][C:13]([C:17]#[C:18][C:19]3[CH:24]=[CH:23][CH:22]=[C:21]([NH:25][CH3:39])[CH:20]=3)=[CH:14][CH:15]=2)[O:10][C:9]([C:26]2[N:27]=[CH:28][C:29]3[C:34]([CH:35]=2)=[CH:33][CH:32]=[CH:31][CH:30]=3)=[CH:8]1)([CH3:4])([CH3:2])[CH3:3]. The catalyst class is: 9. (3) Reactant: C([O:3][C:4]([C:6]1([C:9]2[CH:14]=[CH:13][C:12]([C:15]3[CH:20]=[CH:19][C:18]([C:21]4[S:22][C:23]([Cl:40])=[CH:24][C:25]=4[NH:26][C:27]([O:29][C@@H:30]([C:32]4[CH:37]=[CH:36][C:35]([F:38])=[CH:34][C:33]=4[F:39])[CH3:31])=[O:28])=[CH:17][C:16]=3[O:41][CH3:42])=[CH:11][CH:10]=2)[CH2:8][CH2:7]1)=[O:5])C.[OH-].[Na+].O1CCCC1.Cl. Product: [Cl:40][C:23]1[S:22][C:21]([C:18]2[CH:19]=[CH:20][C:15]([C:12]3[CH:13]=[CH:14][C:9]([C:6]4([C:4]([OH:5])=[O:3])[CH2:8][CH2:7]4)=[CH:10][CH:11]=3)=[C:16]([O:41][CH3:42])[CH:17]=2)=[C:25]([NH:26][C:27]([O:29][C@@H:30]([C:32]2[CH:37]=[CH:36][C:35]([F:38])=[CH:34][C:33]=2[F:39])[CH3:31])=[O:28])[CH:24]=1. The catalyst class is: 32. (4) Product: [C:9]([C:6]1[C:5]2[C:17](=[O:22])[C:18](=[O:19])[C:2]([Cl:1])=[C:3]([Cl:20])[C:4]=2[O:8][CH:7]=1)(=[O:10])[C:11]1[CH:16]=[CH:15][CH:14]=[CH:13][CH:12]=1. The catalyst class is: 15. Reactant: [Cl:1][C:2]1[C:18]([OH:19])=[CH:17][C:5]2[C:6]([C:9]([C:11]3[CH:16]=[CH:15][CH:14]=[CH:13][CH:12]=3)=[O:10])=[CH:7][O:8][C:4]=2[C:3]=1[Cl:20].[N+]([O-])(O)=[O:22]. (5) Reactant: C(O[C:9]1[N:14]=[N:13][C:12]([CH2:15][CH2:16][C:17]2[CH:26]=[C:25]3[C:20]([CH2:21][CH2:22][NH:23][CH2:24]3)=[CH:19][CH:18]=2)=[CH:11][CH:10]=1)C1C=CC=CC=1.C=O.C([O-])(=O)[CH2:30][C:31]([CH2:36][C:37]([O-])=O)([C:33]([O-:35])=O)O.[Na+].[Na+].[Na+].[C:45](O[BH-](OC(=O)C)OC(=O)C)(=O)C.[Na+].[CH2:59]1[CH2:63]OC[CH2:60]1. Product: [CH3:45][N:23]1[CH2:22][CH2:21][C:20]2[C:25](=[CH:26][C:17]([CH2:16][CH2:15][C:12]3[N:13]=[N:14][C:9]([O:35][CH2:33][C:31](=[CH2:30])/[CH:36]=[CH:37]\[CH:60]=[CH:59]/[CH3:63])=[CH:10][CH:11]=3)=[CH:18][CH:19]=2)[CH2:24]1. The catalyst class is: 34.